This data is from Full USPTO retrosynthesis dataset with 1.9M reactions from patents (1976-2016). The task is: Predict the reactants needed to synthesize the given product. (1) Given the product [CH3:10][O:9][C:3]1[C:2]([B:14]2[O:15][C:16]([CH3:18])([CH3:17])[C:12]([CH3:28])([CH3:11])[O:13]2)=[CH:7][C:6]([CH3:8])=[CH:5][N:4]=1, predict the reactants needed to synthesize it. The reactants are: Br[C:2]1[C:3]([O:9][CH3:10])=[N:4][CH:5]=[C:6]([CH3:8])[CH:7]=1.[CH3:11][C:12]1([CH3:28])[C:16]([CH3:18])([CH3:17])[O:15][B:14]([B:14]2[O:15][C:16]([CH3:18])([CH3:17])[C:12]([CH3:28])([CH3:11])[O:13]2)[O:13]1.C([O-])(=O)C.[K+]. (2) Given the product [OH:1][C:2]1[C:3]([C:18](=[N:34][NH:33][C:31]([C:37]2[CH:36]=[CH:35][C:40]([C:41]([O:44][CH3:45])=[O:43])=[CH:39][CH:38]=2)=[O:32])[CH3:19])=[N:4][N:5]([CH3:17])[C:6]=1[C:7]1[CH:12]=[CH:11][CH:10]=[C:9]([C:13]([F:16])([F:15])[F:14])[CH:8]=1, predict the reactants needed to synthesize it. The reactants are: [OH:1][C:2]1[C:3]([C:18](=O)[CH3:19])=[N:4][N:5]([CH3:17])[C:6]=1[C:7]1[CH:12]=[CH:11][CH:10]=[C:9]([C:13]([F:16])([F:15])[F:14])[CH:8]=1.C(OC[C:31]([NH:33][NH2:34])=[O:32])(=O)C1C=CC=CC=1.[CH3:35][CH2:36][CH2:37][CH2:38][CH2:39][CH3:40].[C:41]([O:44][CH2:45]C)(=[O:43])C. (3) Given the product [Cl:30][C:10]1[C:9]2[C:14](=[CH:15][CH:16]=[C:7]([CH:31]([OH:32])[C:33]3[CH:40]=[CH:39][C:36]([C:37]#[N:38])=[CH:35][CH:34]=3)[CH:8]=2)[N:13]=[C:12]([O:17][CH3:18])[C:11]=1[CH2:19][N:20]1[CH2:25][CH2:24][CH:23]([C:26]([F:29])([F:28])[F:27])[CH2:22][CH2:21]1, predict the reactants needed to synthesize it. The reactants are: C([Li])CCC.Br[C:7]1[CH:8]=[C:9]2[C:14](=[CH:15][CH:16]=1)[N:13]=[C:12]([O:17][CH3:18])[C:11]([CH2:19][N:20]1[CH2:25][CH2:24][CH:23]([C:26]([F:29])([F:28])[F:27])[CH2:22][CH2:21]1)=[C:10]2[Cl:30].[CH:31]([C:33]1[CH:40]=[CH:39][C:36]([C:37]#[N:38])=[CH:35][CH:34]=1)=[O:32]. (4) Given the product [CH3:11][C:10]1([CH3:12])[O:5][CH2:4][CH:3]([CH2:6][OH:7])[CH2:2][O:1]1, predict the reactants needed to synthesize it. The reactants are: [OH:1][CH2:2][CH:3]([CH2:6][OH:7])[CH2:4][OH:5].CO[C:10](OC)([CH3:12])[CH3:11].O.C1(C)C=CC(S(O)(=O)=O)=CC=1.C(N(CC)CC)C. (5) Given the product [C:1]([C:3]1[CH:4]=[C:5]([S:17]([N:20]([CH2:26][C:27]2[CH:32]=[CH:31][C:30]([O:33][CH3:34])=[CH:29][C:28]=2[O:35][CH3:36])[C:21]2[S:25][N:24]=[CH:23][N:22]=2)(=[O:18])=[O:19])[CH:6]=[CH:7][C:8]=1[CH2:44][C:45]1[CH:50]=[CH:49][C:48]([C:51]([F:53])([F:54])[F:52])=[CH:47][C:46]=1[C:55]1[CH:60]=[CH:59][N:58]=[N:57][CH:56]=1)#[N:2], predict the reactants needed to synthesize it. The reactants are: [C:1]([C:3]1[CH:4]=[C:5]([S:17]([N:20]([CH2:26][C:27]2[CH:32]=[CH:31][C:30]([O:33][CH3:34])=[CH:29][C:28]=2[O:35][CH3:36])[C:21]2[S:25][N:24]=[CH:23][N:22]=2)(=[O:19])=[O:18])[CH:6]=[CH:7][C:8]=1B1OCC(C)(C)CO1)#[N:2].C(=O)([O-])[O-].[K+].[K+].Br[CH2:44][C:45]1[CH:50]=[CH:49][C:48]([C:51]([F:54])([F:53])[F:52])=[CH:47][C:46]=1[C:55]1[CH:60]=[CH:59][N:58]=[N:57][CH:56]=1.